This data is from TCR-epitope binding with 47,182 pairs between 192 epitopes and 23,139 TCRs. The task is: Binary Classification. Given a T-cell receptor sequence (or CDR3 region) and an epitope sequence, predict whether binding occurs between them. (1) The epitope is SEVGPEHSLAEY. The TCR CDR3 sequence is CASSHGGGGGYEQYF. Result: 1 (the TCR binds to the epitope). (2) The epitope is KAFSPEVIPMF. Result: 1 (the TCR binds to the epitope). The TCR CDR3 sequence is CASSDGTGVGLGYTF. (3) The epitope is NLVPMVATV. The TCR CDR3 sequence is CASSEARSLQETQYF. Result: 1 (the TCR binds to the epitope). (4) The epitope is IPSINVHHY. The TCR CDR3 sequence is CASSPWTGDGEKLFF. Result: 0 (the TCR does not bind to the epitope). (5) The epitope is LLWNGPMAV. The TCR CDR3 sequence is CATSRESGNGKLFF. Result: 1 (the TCR binds to the epitope). (6) The epitope is FIAGLIAIV. The TCR CDR3 sequence is CATSDWAQETQYF. Result: 1 (the TCR binds to the epitope). (7) The epitope is QARQMVQAMRTIGTHP. The TCR CDR3 sequence is CASSLVDREELFF. Result: 1 (the TCR binds to the epitope).